This data is from Forward reaction prediction with 1.9M reactions from USPTO patents (1976-2016). The task is: Predict the product of the given reaction. (1) Given the reactants C([O:3][C:4](=[O:46])[CH2:5][N:6]([S:33]([N:36]([CH2:44][CH3:45])[C:37]1[CH:38]=[C:39]([CH3:43])[CH:40]=[CH:41][CH:42]=1)(=[O:35])=[O:34])[CH2:7][C:8]1[CH:13]=[CH:12][CH:11]=[C:10]([O:14][CH2:15][CH2:16][C:17]2[N:18]=[C:19]([C:23]3[CH:28]=[CH:27][C:26]([C:29]([F:32])([F:31])[F:30])=[CH:25][CH:24]=3)[O:20][C:21]=2[CH3:22])[CH:9]=1)C.O.[OH-].[Li+], predict the reaction product. The product is: [CH2:44]([N:36]([S:33]([N:6]([CH2:5][C:4]([OH:46])=[O:3])[CH2:7][C:8]1[CH:13]=[CH:12][CH:11]=[C:10]([O:14][CH2:15][CH2:16][C:17]2[N:18]=[C:19]([C:23]3[CH:24]=[CH:25][C:26]([C:29]([F:32])([F:30])[F:31])=[CH:27][CH:28]=3)[O:20][C:21]=2[CH3:22])[CH:9]=1)(=[O:35])=[O:34])[C:37]1[CH:38]=[C:39]([CH3:43])[CH:40]=[CH:41][CH:42]=1)[CH3:45]. (2) Given the reactants [CH3:1][O:2][C:3]1[CH:8]=[CH:7][C:6]([C:9]2[O:10][CH:11]=[C:12]([CH2:14][O:15][C:16]3[CH:21]=[CH:20][C:19]([S:22](Cl)(=[O:24])=[O:23])=[CH:18][CH:17]=3)[N:13]=2)=[CH:5][CH:4]=1.[CH:26]([C:29]1[S:33][C:32]([NH2:34])=[N:31][N:30]=1)([CH3:28])[CH3:27], predict the reaction product. The product is: [CH:26]([C:29]1[S:33][C:32]([NH:34][S:22]([C:19]2[CH:20]=[CH:21][C:16]([O:15][CH2:14][C:12]3[N:13]=[C:9]([C:6]4[CH:7]=[CH:8][C:3]([O:2][CH3:1])=[CH:4][CH:5]=4)[O:10][CH:11]=3)=[CH:17][CH:18]=2)(=[O:24])=[O:23])=[N:31][N:30]=1)([CH3:28])[CH3:27].